Dataset: hERG Central: cardiac toxicity at 1µM, 10µM, and general inhibition. Task: Predict hERG channel inhibition at various concentrations. (1) The drug is Cc1ccc(NCc2nnc(SCCN3CCCCC3)n2CC2CCCO2)cc1Cl. Results: hERG_inhib (hERG inhibition (general)): blocker. (2) The molecule is Cc1ccc(C)c(Cn2c(CN(C)Cc3ccccc3)nc3c2c(=O)n(C)c(=O)n3C)c1. Results: hERG_inhib (hERG inhibition (general)): blocker.